Dataset: Full USPTO retrosynthesis dataset with 1.9M reactions from patents (1976-2016). Task: Predict the reactants needed to synthesize the given product. (1) Given the product [N:33]1([C:30]2[CH:29]=[CH:28][C:27]([CH2:26][CH:15]([NH:16][S:17]([C:20]3[CH:25]=[CH:24][CH:23]=[CH:22][N:21]=3)(=[O:18])=[O:19])[C:11]3[N:10]=[C:9]([NH:8][CH2:38][C:39]([OH:41])=[O:40])[CH:14]=[CH:13][CH:12]=3)=[CH:32][CH:31]=2)[CH:37]=[CH:36][CH:35]=[N:34]1, predict the reactants needed to synthesize it. The reactants are: C(OC([N:8]([CH2:38][C:39]([O:41]C(C)(C)C)=[O:40])[C:9]1[CH:14]=[CH:13][CH:12]=[C:11]([CH:15]([CH2:26][C:27]2[CH:32]=[CH:31][C:30]([N:33]3[CH:37]=[CH:36][CH:35]=[N:34]3)=[CH:29][CH:28]=2)[NH:16][S:17]([C:20]2[CH:25]=[CH:24][CH:23]=[CH:22][N:21]=2)(=[O:19])=[O:18])[N:10]=1)=O)(C)(C)C.C(OC(N(CC(OC(C)(C)C)=O)C1C=CC=C(C(CC2C=CC(C3C=CC=CN=3)=CC=2)NS(C2C=NC=CC=2)(=O)=O)N=1)=O)(C)(C)C.[OH-].[Na+]. (2) Given the product [CH2:17]([C:12]1[CH:13]=[CH:14][CH:15]=[CH:16][C:11]=1[NH:10][C:8]([C:3]1[C:4]([CH3:7])=[N:5][S:6][C:2]=1[NH:1][C:20]1[C:21]2[CH:29]=[CH:28][S:27][C:22]=2[N:23]=[C:24]([CH3:26])[N:25]=1)=[O:9])[CH3:18], predict the reactants needed to synthesize it. The reactants are: [NH2:1][C:2]1[S:6][N:5]=[C:4]([CH3:7])[C:3]=1[C:8]([NH:10][C:11]1[CH:16]=[CH:15][CH:14]=[CH:13][C:12]=1[CH2:17][CH3:18])=[O:9].Cl[C:20]1[C:21]2[CH:29]=[CH:28][S:27][C:22]=2[N:23]=[C:24]([CH3:26])[N:25]=1.C(=O)([O-])[O-].[Cs+].[Cs+].CC1(C)C2C(=C(P(C3C=CC=CC=3)C3C=CC=CC=3)C=CC=2)OC2C(P(C3C=CC=CC=3)C3C=CC=CC=3)=CC=CC1=2.